From a dataset of Full USPTO retrosynthesis dataset with 1.9M reactions from patents (1976-2016). Predict the reactants needed to synthesize the given product. (1) The reactants are: [NH2:1][C:2]1[CH:30]=[CH:29][C:5]2[NH:6][C:7]([C:12]3[C:13](=[O:28])[N:14]([CH2:23][CH2:24][CH:25]([CH3:27])[CH3:26])[C:15]4[C:20]([C:21]=3[OH:22])=[CH:19][CH:18]=[CH:17][N:16]=4)=[N:8][S:9](=[O:11])(=[O:10])[C:4]=2[CH:3]=1.[CH2:31]([S:34](Cl)(=[O:36])=[O:35])[CH2:32][CH3:33]. Given the product [OH:22][C:21]1[C:20]2[C:15](=[N:16][CH:17]=[CH:18][CH:19]=2)[N:14]([CH2:23][CH2:24][CH:25]([CH3:27])[CH3:26])[C:13](=[O:28])[C:12]=1[C:7]1[NH:6][C:5]2[CH:29]=[CH:30][C:2]([NH:1][S:34]([CH2:31][CH2:32][CH3:33])(=[O:36])=[O:35])=[CH:3][C:4]=2[S:9](=[O:11])(=[O:10])[N:8]=1, predict the reactants needed to synthesize it. (2) The reactants are: [CH3:1][O:2][C:3]1[CH:9]=[C:8](B2OC(C)(C)C(C)(C)O2)[CH:7]=[CH:6][C:4]=1[NH2:5].[Si:19]([O:36][CH2:37][CH2:38][N:39]1[CH:43]=[C:42](I)[CH:41]=[N:40]1)([C:32]([CH3:35])([CH3:34])[CH3:33])([C:26]1[CH:31]=[CH:30][CH:29]=[CH:28][CH:27]=1)[C:20]1[CH:25]=[CH:24][CH:23]=[CH:22][CH:21]=1.C(Cl)Cl.C(=O)([O-])[O-].[Na+].[Na+]. Given the product [Si:19]([O:36][CH2:37][CH2:38][N:39]1[CH:43]=[C:42]([C:8]2[CH:7]=[CH:6][C:4]([NH2:5])=[C:3]([O:2][CH3:1])[CH:9]=2)[CH:41]=[N:40]1)([C:32]([CH3:35])([CH3:33])[CH3:34])([C:20]1[CH:25]=[CH:24][CH:23]=[CH:22][CH:21]=1)[C:26]1[CH:31]=[CH:30][CH:29]=[CH:28][CH:27]=1, predict the reactants needed to synthesize it. (3) Given the product [CH3:31][N:27]1[CH:28]=[CH:29][N:30]=[C:26]1[S:25][CH2:2][C:3]1[N:12]=[C:11]([C:13]2[CH:18]=[CH:17][C:16]3[O:19][CH2:20][O:21][C:15]=3[CH:14]=2)[C:10]2[C:5](=[CH:6][C:7]3[O:24][CH2:23][O:22][C:8]=3[CH:9]=2)[N:4]=1, predict the reactants needed to synthesize it. The reactants are: Cl[CH2:2][C:3]1[N:12]=[C:11]([C:13]2[CH:18]=[CH:17][C:16]3[O:19][CH2:20][O:21][C:15]=3[CH:14]=2)[C:10]2[C:5](=[CH:6][C:7]3[O:24][CH2:23][O:22][C:8]=3[CH:9]=2)[N:4]=1.[SH:25][C:26]1[N:27]([CH3:31])[CH:28]=[CH:29][N:30]=1.C([O-])([O-])=O.[K+].[K+]. (4) Given the product [CH2-:2][C:4]([CH3:6])=[O:5].[CH2-:2][C:4]([CH3:6])=[O:5].[C:14]([CH2:2][C@H:4]([OH:5])[C@@H:6]([OH:7])[C@@H:8]([OH:9])[C@H:10]([OH:11])[CH:12]=[O:13])#[N:15], predict the reactants needed to synthesize it. The reactants are: I[C:2]([C@@H:4]([C@H:6]([C@H:8]([C@@H:10]([CH2:12][OH:13])[OH:11])[OH:9])[OH:7])[OH:5])=O.[C-:14]#[N:15].[Na+]. (5) Given the product [NH2:1][C:2]1[C:7]2[C:8]([C:11]3[CH:16]=[CH:15][C:14]([NH:17][C:18]([C:20]4[N:21]([CH3:29])[C:22]5[C:27]([CH:28]=4)=[CH:26][CH:25]=[CH:24][CH:23]=5)=[O:19])=[C:13]([O:30][CH3:31])[CH:12]=3)=[CH:9][S:10][C:6]=2[C:5]([CH:32]2[CH2:34][CH:33]2[C:35]([OH:37])=[O:36])=[CH:4][N:3]=1, predict the reactants needed to synthesize it. The reactants are: [NH2:1][C:2]1[C:7]2[C:8]([C:11]3[CH:16]=[CH:15][C:14]([NH:17][C:18]([C:20]4[N:21]([CH3:29])[C:22]5[C:27]([CH:28]=4)=[CH:26][CH:25]=[CH:24][CH:23]=5)=[O:19])=[C:13]([O:30][CH3:31])[CH:12]=3)=[CH:9][S:10][C:6]=2[C:5]([CH:32]2[CH2:34][CH:33]2[C:35]([O:37]CC)=[O:36])=[CH:4][N:3]=1.[OH-].[Na+]. (6) Given the product [Cl:3][CH2:6][C:7]1[CH:12]=[CH:11][CH:10]=[C:9]([CH3:13])[N:8]=1, predict the reactants needed to synthesize it. The reactants are: S(Cl)([Cl:3])=O.O[CH2:6][C:7]1[CH:12]=[CH:11][CH:10]=[C:9]([CH3:13])[N:8]=1. (7) Given the product [CH3:20][O:21][C:22]1[CH:27]=[CH:26][CH:25]=[CH:24][C:23]=1[C:13]1[CH:14]=[CH:15][CH:16]=[CH:17][C:12]=1[NH:11][C:10](=[O:19])[O:9][CH:3]1[CH:4]2[CH2:7][CH2:8][N:1]([CH2:6][CH2:5]2)[CH2:2]1, predict the reactants needed to synthesize it. The reactants are: [N:1]12[CH2:8][CH2:7][CH:4]([CH2:5][CH2:6]1)[CH:3]([O:9][C:10](=[O:19])[NH:11][C:12]1[CH:17]=[CH:16][CH:15]=[CH:14][C:13]=1Br)[CH2:2]2.[CH3:20][O:21][C:22]1[CH:27]=[CH:26][CH:25]=[CH:24][C:23]=1B(O)O.